Dataset: Reaction yield outcomes from USPTO patents with 853,638 reactions. Task: Predict the reaction yield, written as a fraction of the theoretical maximum amount of product (1.0 means a 100% yield; for example, 0.34 means a 34% yield). The reactants are [BH3-]C#N.[Na+].[N:5]1([C:10]2[N:15]=[C:14]([CH:16]3[CH:20]([C:21]([NH:23][CH3:24])=[O:22])[CH2:19][CH2:18][NH:17]3)[CH:13]=[C:12]([CH3:25])[N:11]=2)[CH:9]=[CH:8][N:7]=[CH:6]1.[O:26]1[C:30]2[CH:31]=[CH:32][C:33]([CH2:35][N:36]([CH2:44][CH:45]=O)[C:37](=[O:43])[O:38][C:39]([CH3:42])([CH3:41])[CH3:40])=[CH:34][C:29]=2[O:28][CH2:27]1.C(OC)(OC)OC. The catalyst is C(O)(=O)C.O. The product is [N:5]1([C:10]2[N:15]=[C:14]([CH:16]3[CH:20]([C:21](=[O:22])[NH:23][CH3:24])[CH2:19][CH2:18][N:17]3[CH2:45][CH2:44][N:36]([CH2:35][C:33]3[CH:32]=[CH:31][C:30]4[O:26][CH2:27][O:28][C:29]=4[CH:34]=3)[C:37](=[O:43])[O:38][C:39]([CH3:41])([CH3:40])[CH3:42])[CH:13]=[C:12]([CH3:25])[N:11]=2)[CH:9]=[CH:8][N:7]=[CH:6]1. The yield is 0.220.